Dataset: Forward reaction prediction with 1.9M reactions from USPTO patents (1976-2016). Task: Predict the product of the given reaction. (1) The product is: [CH3:1][C:2]1[C:6]([CH2:7][N:8]2[CH:12]=[C:11]([N:13]3[C:17](=[O:18])[C:16]([CH3:19])([CH3:20])[N:15]([CH2:24][CH2:25][O:26][C:27]4[CH:32]=[CH:31][CH:30]=[CH:29][CH:28]=4)[C:14]3=[O:21])[CH:10]=[N:9]2)=[C:5]([CH3:22])[O:4][N:3]=1. Given the reactants [CH3:1][C:2]1[C:6]([CH2:7][N:8]2[CH:12]=[C:11]([N:13]3[C:17](=[O:18])[C:16]([CH3:20])([CH3:19])[NH:15][C:14]3=[O:21])[CH:10]=[N:9]2)=[C:5]([CH3:22])[O:4][N:3]=1.Br[CH2:24][CH2:25][O:26][C:27]1[CH:32]=[CH:31][CH:30]=[CH:29][CH:28]=1, predict the reaction product. (2) The product is: [OH:13][C:14]1[CH:15]=[C:16]([C:17]([N:10]2[CH2:9][CH2:8][N:7]([C:2]3[CH:3]=[CH:4][CH:5]=[CH:6][N:1]=3)[CH2:12][CH2:11]2)=[O:18])[CH:20]=[CH:21][CH:22]=1. Given the reactants [N:1]1[CH:6]=[CH:5][CH:4]=[CH:3][C:2]=1[N:7]1[CH2:12][CH2:11][NH:10][CH2:9][CH2:8]1.[OH:13][C:14]1[CH:15]=[C:16]([CH:20]=[CH:21][CH:22]=1)[C:17](O)=[O:18].C1C=CC2N(O)N=NC=2C=1.Cl.CN(C)CCCN=C=NCC.CCN(C(C)C)C(C)C, predict the reaction product.